This data is from NCI-60 drug combinations with 297,098 pairs across 59 cell lines. The task is: Regression. Given two drug SMILES strings and cell line genomic features, predict the synergy score measuring deviation from expected non-interaction effect. (1) Drug 1: C1=NC(=NC(=O)N1C2C(C(C(O2)CO)O)O)N. Drug 2: CC1=C(C(=O)C2=C(C1=O)N3CC4C(C3(C2COC(=O)N)OC)N4)N. Cell line: PC-3. Synergy scores: CSS=25.8, Synergy_ZIP=-7.58, Synergy_Bliss=0.0616, Synergy_Loewe=3.75, Synergy_HSA=4.58. (2) Drug 1: CCC(=C(C1=CC=CC=C1)C2=CC=C(C=C2)OCCN(C)C)C3=CC=CC=C3.C(C(=O)O)C(CC(=O)O)(C(=O)O)O. Drug 2: CCC1(CC2CC(C3=C(CCN(C2)C1)C4=CC=CC=C4N3)(C5=C(C=C6C(=C5)C78CCN9C7C(C=CC9)(C(C(C8N6C)(C(=O)OC)O)OC(=O)C)CC)OC)C(=O)OC)O.OS(=O)(=O)O. Cell line: MDA-MB-435. Synergy scores: CSS=41.7, Synergy_ZIP=8.16, Synergy_Bliss=11.0, Synergy_Loewe=-2.78, Synergy_HSA=13.3. (3) Drug 1: CCC1(CC2CC(C3=C(CCN(C2)C1)C4=CC=CC=C4N3)(C5=C(C=C6C(=C5)C78CCN9C7C(C=CC9)(C(C(C8N6C=O)(C(=O)OC)O)OC(=O)C)CC)OC)C(=O)OC)O.OS(=O)(=O)O. Drug 2: COC1=NC(=NC2=C1N=CN2C3C(C(C(O3)CO)O)O)N. Cell line: NCI-H460. Synergy scores: CSS=-0.479, Synergy_ZIP=0.743, Synergy_Bliss=1.39, Synergy_Loewe=-1.41, Synergy_HSA=-0.948.